Dataset: CYP1A2 inhibition data for predicting drug metabolism from PubChem BioAssay. Task: Regression/Classification. Given a drug SMILES string, predict its absorption, distribution, metabolism, or excretion properties. Task type varies by dataset: regression for continuous measurements (e.g., permeability, clearance, half-life) or binary classification for categorical outcomes (e.g., BBB penetration, CYP inhibition). Dataset: cyp1a2_veith. (1) The result is 1 (inhibitor). The compound is CN1CCN(c2ncc3nc(-c4ccccc4)c(=O)n(-c4ccccc4)c3n2)CC1. (2) The compound is CCCCNC(=O)CSc1nc2cc(OC)c(OC)cc2c(=O)n1Cc1ccc(OC)cc1. The result is 0 (non-inhibitor). (3) The drug is CC12CCC(C(=O)Nc3ncc([N+](=O)[O-])s3)(OC1=O)C2(C)C. The result is 0 (non-inhibitor). (4) The drug is CCCc1nc2ccccc2c(=O)n1-c1ccc(OC)cc1. The result is 1 (inhibitor). (5) The compound is O=c1cc(N2CCc3ccccc3C2)[nH]c(=O)n1C1CCCCC1. The result is 0 (non-inhibitor). (6) The molecule is O=C(O)CC(c1ccccc1)n1cnnn1. The result is 0 (non-inhibitor).